From a dataset of Forward reaction prediction with 1.9M reactions from USPTO patents (1976-2016). Predict the product of the given reaction. Given the reactants [Cl-].O[NH3+:3].[C:4](=[O:7])([O-])[OH:5].[Na+].CS(C)=O.[CH2:13]([C:17]1[N:18]=[C:19]([CH3:46])[N:20]([C:39]2[CH:44]=[CH:43][C:42]([Cl:45])=[CH:41][CH:40]=2)[C:21](=[O:38])[C:22]=1[CH2:23][C:24]1[CH:29]=[CH:28][C:27]([C:30]2[C:31]([C:36]#[N:37])=[CH:32][CH:33]=[CH:34][CH:35]=2)=[CH:26][CH:25]=1)[CH2:14][CH2:15][CH3:16], predict the reaction product. The product is: [CH2:13]([C:17]1[N:18]=[C:19]([CH3:46])[N:20]([C:39]2[CH:44]=[CH:43][C:42]([Cl:45])=[CH:41][CH:40]=2)[C:21](=[O:38])[C:22]=1[CH2:23][C:24]1[CH:25]=[CH:26][C:27]([C:30]2[CH:35]=[CH:34][CH:33]=[CH:32][C:31]=2[C:36]2[NH:3][C:4](=[O:7])[O:5][N:37]=2)=[CH:28][CH:29]=1)[CH2:14][CH2:15][CH3:16].